From a dataset of Reaction yield outcomes from USPTO patents with 853,638 reactions. Predict the reaction yield, written as a fraction of the theoretical maximum amount of product (1.0 means a 100% yield; for example, 0.34 means a 34% yield). (1) The reactants are [Br:1][C:2]1[CH:11]=[C:10]2[C:5]([CH2:6][CH2:7][CH:8]([CH2:13][CH:14]3[CH2:19][CH2:18][N:17]([CH2:20][CH:21]([F:23])[F:22])[CH2:16][CH2:15]3)[C:9]2=O)=[CH:4][CH:3]=1.[C:24](=[O:27])([O-])[O-].[NH4+:28].[NH4+:29].[C-]#N.[K+].S([O-])(O)=O.[Na+].Cl.N#N.CCO[C:44](C)=[O:45]. The catalyst is O.CCO. The product is [Br:1][C:2]1[CH:11]=[C:10]2[C:5]([CH2:6][CH2:7][CH:8]([CH2:13][CH:14]3[CH2:19][CH2:18][N:17]([CH2:20][CH:21]([F:23])[F:22])[CH2:16][CH2:15]3)[C:9]32[C:44](=[O:45])[NH:29][C:24](=[O:27])[NH:28]3)=[CH:4][CH:3]=1. The yield is 0.570. (2) The reactants are [NH2:1][CH2:2][CH2:3][N:4]([CH2:15][CH3:16])[CH2:5][CH2:6][O:7][C:8]1[C:9]([F:14])=[N:10][CH:11]=[CH:12][CH:13]=1.[I:17][C:18]1[CH:19]=[C:20]2[C:25](=[CH:26][CH:27]=1)[N:24]=[C:23]([C:28](OCC)=[O:29])[CH:22]=[CH:21]2.C(N(CCNC(C1C=NC2C(=CC=C(I)C=2)N=1)=O)CCOC1C(F)=NC=CC=1)C. No catalyst specified. The product is [CH2:15]([N:4]([CH2:3][CH2:2][NH:1][C:28]([C:23]1[CH:22]=[CH:21][C:20]2[C:25](=[CH:26][CH:27]=[C:18]([I:17])[CH:19]=2)[N:24]=1)=[O:29])[CH2:5][CH2:6][O:7][C:8]1[C:9]([F:14])=[N:10][CH:11]=[CH:12][CH:13]=1)[CH3:16]. The yield is 0.960. (3) The reactants are Cl.[Cl:2][C:3]1[C:4]([F:29])=[C:5]([CH:26]=[CH:27][CH:28]=1)[NH:6][C:7]1[C:16]2[C:11](=[CH:12][C:13]([O:24][CH3:25])=[C:14]([O:17][CH2:18][C@H:19]3[CH2:23][CH2:22][CH2:21][NH:20]3)[CH:15]=2)[N:10]=[CH:9][N:8]=1.[C:30](OC(=O)C)(=[O:32])[CH3:31]. No catalyst specified. The product is [C:30]([N:20]1[CH2:21][CH2:22][CH2:23][C@@H:19]1[CH2:18][O:17][C:14]1[CH:15]=[C:16]2[C:11](=[CH:12][C:13]=1[O:24][CH3:25])[N:10]=[CH:9][N:8]=[C:7]2[NH:6][C:5]1[CH:26]=[CH:27][CH:28]=[C:3]([Cl:2])[C:4]=1[F:29])(=[O:32])[CH3:31]. The yield is 0.660. (4) The reactants are Cl.[CH3:2][O:3][C:4](=[O:11])[C@H:5]([CH2:7][CH:8]([CH3:10])[CH3:9])[NH2:6].[N:12]1[CH:17]=CC=CC=1.C(Cl)(Cl)=[O:19].C1(C)C=CC=CC=1.Cl. The catalyst is C(Cl)Cl. The product is [CH3:2][O:3][C:4](=[O:11])[C@:5]([N:12]=[C:17]=[O:19])([CH2:7][CH:8]([CH3:10])[CH3:9])[NH2:6]. The yield is 0.860. (5) The reactants are [H-].[Na+].[NH:3]1[CH2:7][CH2:6][CH2:5][C@@H:4]1[CH2:8][OH:9].C1OCCOCCOCCOCCOC1.F[C:26]1[CH:35]=[CH:34][CH:33]=[C:32]2[C:27]=1[C:28]([NH:36][C:37]1[CH:42]=[CH:41][C:40]([O:43][C:44]3[CH:45]=[N:46][C:47]([CH3:50])=[CH:48][CH:49]=3)=[C:39]([CH3:51])[CH:38]=1)=[N:29][CH:30]=[N:31]2. The catalyst is C1COCC1. The product is [CH3:51][C:39]1[CH:38]=[C:37]([NH:36][C:28]2[C:27]3[C:32](=[CH:33][CH:34]=[CH:35][C:26]=3[O:9][CH2:8][C@H:4]3[CH2:5][CH2:6][CH2:7][NH:3]3)[N:31]=[CH:30][N:29]=2)[CH:42]=[CH:41][C:40]=1[O:43][C:44]1[CH:45]=[N:46][C:47]([CH3:50])=[CH:48][CH:49]=1. The yield is 0.760. (6) The yield is 0.330. The reactants are [CH2:1]([N:3]1[CH:7]=[C:6]([C:8]([OH:10])=O)[C:5]([CH3:11])=[N:4]1)[CH3:2].CN(C)C=O.C(Cl)(=O)C(Cl)=O.[NH2:23][C:24]1[CH:25]=[C:26]([CH:43]=[CH:44][C:45]=1[Cl:46])[O:27][C:28]1[CH:29]=[CH:30][C:31]2[N:32]([CH:34]=[C:35]([NH:37][C:38]([CH:40]3[CH2:42][CH2:41]3)=[O:39])[N:36]=2)[N:33]=1. The product is [Cl:46][C:45]1[CH:44]=[CH:43][C:26]([O:27][C:28]2[CH:29]=[CH:30][C:31]3[N:32]([CH:34]=[C:35]([NH:37][C:38]([CH:40]4[CH2:42][CH2:41]4)=[O:39])[N:36]=3)[N:33]=2)=[CH:25][C:24]=1[NH:23][C:8]([C:6]1[C:5]([CH3:11])=[N:4][N:3]([CH2:1][CH3:2])[CH:7]=1)=[O:10]. The catalyst is CN(C)C(=O)C.O1CCCC1. (7) The reactants are [Cl-].O[NH3+:3].[C:4](=[O:7])([O-])[OH:5].[Na+].CS(C)=O.[CH2:13]([C:17]1[N:22]2[N:23]=[CH:24][CH:25]=[C:21]2[N:20]([C@H:26]2[CH2:31][CH2:30][C@H:29]([O:32][CH2:33][C:34]([OH:37])([CH3:36])[CH3:35])[CH2:28][CH2:27]2)[C:19](=[O:38])[C:18]=1[CH2:39][C:40]1[CH:45]=[CH:44][C:43]([C:46]2[C:47]([C:52]#[N:53])=[CH:48][CH:49]=[CH:50][CH:51]=2)=[CH:42][CH:41]=1)[CH2:14][CH2:15][CH3:16]. The catalyst is C(OCC)(=O)C. The product is [CH2:13]([C:17]1[N:22]2[N:23]=[CH:24][CH:25]=[C:21]2[N:20]([C@H:26]2[CH2:31][CH2:30][C@H:29]([O:32][CH2:33][C:34]([OH:37])([CH3:35])[CH3:36])[CH2:28][CH2:27]2)[C:19](=[O:38])[C:18]=1[CH2:39][C:40]1[CH:45]=[CH:44][C:43]([C:46]2[CH:51]=[CH:50][CH:49]=[CH:48][C:47]=2[C:52]2[NH:3][C:4](=[O:7])[O:5][N:53]=2)=[CH:42][CH:41]=1)[CH2:14][CH2:15][CH3:16]. The yield is 0.750. (8) The reactants are [Br:1][C:2]1[CH:3]=[CH:4][C:5]([F:11])=[C:6]([CH2:8][CH:9]=O)[CH:7]=1.[CH3:12][C:13]1[CH:22]=[CH:21][C:20]2[C:15](=[CH:16][CH:17]=[CH:18][C:19]=2[N:23]2[CH2:28][CH2:27][NH:26][CH2:25][CH2:24]2)[N:14]=1.C(O[BH-](OC(=O)C)OC(=O)C)(=O)C.[Na+]. No catalyst specified. The product is [Br:1][C:2]1[CH:3]=[CH:4][C:5]([F:11])=[C:6]([CH2:8][CH2:9][N:26]2[CH2:27][CH2:28][N:23]([C:19]3[CH:18]=[CH:17][CH:16]=[C:15]4[C:20]=3[CH:21]=[CH:22][C:13]([CH3:12])=[N:14]4)[CH2:24][CH2:25]2)[CH:7]=1. The yield is 0.950. (9) The reactants are [C:1]1([C@@H:7]2[CH2:11][CH2:10][C@H:9]([NH2:12])[CH2:8]2)[CH:6]=[CH:5][CH:4]=[CH:3][CH:2]=1.[H][H]. The catalyst is [Rh]. The product is [CH:1]1([C@@H:7]2[CH2:11][CH2:10][C@H:9]([NH2:12])[CH2:8]2)[CH2:2][CH2:3][CH2:4][CH2:5][CH2:6]1. The yield is 0.700.